From a dataset of Forward reaction prediction with 1.9M reactions from USPTO patents (1976-2016). Predict the product of the given reaction. (1) The product is: [F:42][C:41]([F:44])([F:43])[C:3]1[CH:4]=[CH:5][CH:6]=[CH:7][C:2]=1[C:1]([NH2:9])=[O:8]. Given the reactants [C:1]([NH2:9])(=[O:8])[C:2]1[CH:7]=[CH:6][CH:5]=[CH:4][CH:3]=1.B1(B2OC(C)(C)C(C)(C)O2)OC(C)(C)C(C)(C)O1.C([O-])(=O)C.[K+].BrC1C(Cl)=CC([C:41]([F:44])([F:43])[F:42])=CN=1.C(=O)([O-])[O-].[Na+].[Na+], predict the reaction product. (2) Given the reactants [Br:1][C:2]1[CH:3]=[C:4]([NH2:9])[C:5](F)=[N:6][CH:7]=1.CS(C)=O.[NH:14]1[CH2:19][CH2:18][O:17][CH2:16][CH2:15]1, predict the reaction product. The product is: [Br:1][C:2]1[CH:3]=[C:4]([NH2:9])[C:5]([N:14]2[CH2:19][CH2:18][O:17][CH2:16][CH2:15]2)=[N:6][CH:7]=1.